From a dataset of Retrosynthesis with 50K atom-mapped reactions and 10 reaction types from USPTO. Predict the reactants needed to synthesize the given product. (1) Given the product CC(C)(C)[Si](C)(C)OCC#CCOS(C)(=O)=O, predict the reactants needed to synthesize it. The reactants are: CC(C)(C)[Si](C)(C)OCC#CCO.CS(=O)(=O)Cl. (2) The reactants are: Cc1cc(F)ccc1Br.O=C1CCC(=O)N1Br. Given the product Fc1ccc(Br)c(CBr)c1, predict the reactants needed to synthesize it.